Dataset: Reaction yield outcomes from USPTO patents with 853,638 reactions. Task: Predict the reaction yield, written as a fraction of the theoretical maximum amount of product (1.0 means a 100% yield; for example, 0.34 means a 34% yield). (1) The reactants are [CH3:1][O:2][C:3]1[C:8]([O:9][CH3:10])=[CH:7][C:6]([CH:11]([C:13]2[C:14]([O:21][CH3:22])=[N:15][C:16]([O:19][CH3:20])=[N:17][CH:18]=2)[OH:12])=[C:5]([CH:23]([CH3:31])[CH2:24][C:25]2[CH:30]=[CH:29][CH:28]=[CH:27][CH:26]=2)[CH:4]=1. The catalyst is C1(C)C=CC=CC=1.O=[Mn]=O. The product is [CH3:1][O:2][C:3]1[C:8]([O:9][CH3:10])=[CH:7][C:6]([C:11]([C:13]2[C:14]([O:21][CH3:22])=[N:15][C:16]([O:19][CH3:20])=[N:17][CH:18]=2)=[O:12])=[C:5]([CH:23]([CH3:31])[CH2:24][C:25]2[CH:26]=[CH:27][CH:28]=[CH:29][CH:30]=2)[CH:4]=1. The yield is 0.620. (2) The reactants are [NH2:1][C:2]1[CH:3]=[CH:4][C:5]([Cl:24])=[C:6]([C:8]23[CH2:15][CH:14]2[CH2:13][CH2:12][S:11][C:10]([NH:16][C:17](=[O:23])[O:18][C:19]([CH3:22])([CH3:21])[CH3:20])=[N:9]3)[CH:7]=1.[Cl:25][C:26]1[CH:27]=[CH:28][C:29]([C:32](O)=[O:33])=[N:30][CH:31]=1. No catalyst specified. The product is [Cl:24][C:5]1[CH:4]=[CH:3][C:2]([NH:1][C:32](=[O:33])[C:29]2[CH:28]=[CH:27][C:26]([Cl:25])=[CH:31][N:30]=2)=[CH:7][C:6]=1[C:8]12[CH2:15][CH:14]1[CH2:13][CH2:12][S:11][C:10]([NH:16][C:17](=[O:23])[O:18][C:19]([CH3:21])([CH3:20])[CH3:22])=[N:9]2. The yield is 0.544. (3) The reactants are [CH3:1][N:2]([CH:10]1[CH2:15][CH2:14][CH2:13][CH2:12][O:11]1)[C:3]1[S:4][C:5]([CH:8]=O)=[CH:6][N:7]=1.[NH2:16][C:17]1[S:18][CH:19]=[CH:20][N:21]=1.[BH4-].[Na+]. The catalyst is C1(C)C=CC=CC=1.CCO. The product is [CH3:1][N:2]([CH:10]1[CH2:15][CH2:14][CH2:13][CH2:12][O:11]1)[C:3]1[S:4][C:5]([CH2:8][NH:16][C:17]2[S:18][CH:19]=[CH:20][N:21]=2)=[CH:6][N:7]=1. The yield is 0.170. (4) The reactants are Br[C:2]1[CH:11]=[CH:10][C:5]([C:6]([O:8][CH3:9])=[O:7])=[CH:4][C:3]=1[O:12][CH3:13].[Cl:14][C:15]1[C:16]([F:30])=[N:17][CH:18]=[C:19](B2OC(C)(C)C(C)(C)O2)[CH:20]=1.COC1CCCC1.C([O-])([O-])=O.[Na+].[Na+]. The catalyst is CO.C1C=CC([P]([Pd]([P](C2C=CC=CC=2)(C2C=CC=CC=2)C2C=CC=CC=2)([P](C2C=CC=CC=2)(C2C=CC=CC=2)C2C=CC=CC=2)[P](C2C=CC=CC=2)(C2C=CC=CC=2)C2C=CC=CC=2)(C2C=CC=CC=2)C2C=CC=CC=2)=CC=1. The product is [Cl:14][C:15]1[CH:20]=[C:19]([C:2]2[CH:11]=[CH:10][C:5]([C:6]([O:8][CH3:9])=[O:7])=[CH:4][C:3]=2[O:12][CH3:13])[CH:18]=[N:17][C:16]=1[F:30]. The yield is 1.00. (5) The reactants are N[N:2]1[C:7](=[O:8])[C:6]([C:9]2[NH:14][C:13]3[CH:15]=[CH:16][CH:17]=[CH:18][C:12]=3[S:11](=[O:20])(=[O:19])[N:10]=2)=[C:5]([OH:21])[C:4]2[S:22][CH:23]=[CH:24][C:3]1=2.[CH:25](=O)[CH2:26][CH2:27][CH3:28].C[N:31](C)C(=O)C. The yield is 0.650. No catalyst specified. The product is [CH:25](=[N:31][C:23]1[S:22][C:4]2[C:5]([OH:21])=[C:6]([C:9]3[NH:14][C:13]4[CH:15]=[CH:16][CH:17]=[CH:18][C:12]=4[S:11](=[O:20])(=[O:19])[N:10]=3)[C:7](=[O:8])[NH:2][C:3]=2[CH:24]=1)[CH2:26][CH2:27][CH3:28]. (6) The reactants are [Li]CCCC.C(#N)C.[Li].C(#N)C.[CH3:13][C:14]1([S:17][CH2:16]1)[CH3:15].[OH-:18].[Na+].[O:20]1[CH2:24][CH2:23]CC1. The catalyst is O.C(O)C. The product is [SH:17][C:14]([CH3:13])([CH3:15])[CH2:16][CH2:23][C:24]([OH:20])=[O:18]. The yield is 0.390. (7) The reactants are [CH3:1][N:2]1[CH2:7][CH2:6][CH:5]([C:8]([C:10]2[N:15]=[CH:14][CH:13]=[CH:12][CH:11]=2)=[O:9])[CH2:4][CH2:3]1.[ClH:16].C(O)C. The catalyst is C(O)C. The product is [ClH:16].[ClH:16].[CH3:1][N:2]1[CH2:7][CH2:6][CH:5]([C:8]([C:10]2[N:15]=[CH:14][CH:13]=[CH:12][CH:11]=2)=[O:9])[CH2:4][CH2:3]1. The yield is 0.630.